Dataset: Forward reaction prediction with 1.9M reactions from USPTO patents (1976-2016). Task: Predict the product of the given reaction. Given the reactants [N:1]1([C:11]([O:13][C:14]([CH3:17])([CH3:16])[CH3:15])=[O:12])[CH2:6][CH2:5][CH:4]([C:7]([O:9][CH3:10])=[O:8])[CH2:3][CH2:2]1.[Li+].CC([N-]C(C)C)C.[C:26](Cl)(=[O:29])[O:27][CH3:28].[NH4+].[Cl-], predict the reaction product. The product is: [N:1]1([C:11]([O:13][C:14]([CH3:17])([CH3:16])[CH3:15])=[O:12])[CH2:2][CH2:3][C:4]([C:26]([O:27][CH3:28])=[O:29])([C:7]([O:9][CH3:10])=[O:8])[CH2:5][CH2:6]1.